This data is from Forward reaction prediction with 1.9M reactions from USPTO patents (1976-2016). The task is: Predict the product of the given reaction. (1) Given the reactants [Br:1][C:2]1[CH:7]=[CH:6][C:5]([N:8]([CH2:16][CH2:17][CH3:18])[CH2:9][CH2:10][CH2:11][CH2:12][C:13]([OH:15])=[O:14])=[C:4]([CH:19]=O)[CH:3]=1.[C:21](=O)([O-])[O-].[K+].[K+].CI.C(=O)(OC)OC.C[O-].[Na+], predict the reaction product. The product is: [Br:1][C:2]1[CH:7]=[CH:6][C:5]2[N:8]([CH2:16][CH2:17][CH3:18])[CH2:9][CH2:10][CH2:11][C:12]([C:13]([O:15][CH3:21])=[O:14])=[CH:19][C:4]=2[CH:3]=1. (2) Given the reactants [C:1]([O:5][C:6]([NH:8][CH:9]([C:13]1[CH:18]=[CH:17][C:16]([Cl:19])=[CH:15][CH:14]=1)[C:10]([OH:12])=[O:11])=[O:7])([CH3:4])([CH3:3])[CH3:2].C(=NC1CCCCC1)=NC1CCCCC1.N1(O)C2C=CC=CC=2N=N1.[N:45]12[CH2:52][CH2:51][CH:48]([CH2:49][CH2:50]1)[C@@H:47](O)[CH2:46]2, predict the reaction product. The product is: [C:1]([O:5][C:6]([NH:8][CH:9]([C:13]1[CH:18]=[CH:17][C:16]([Cl:19])=[CH:15][CH:14]=1)[C:10]([O:12][C@@H:47]1[CH:48]2[CH2:51][CH2:52][N:45]([CH2:50][CH2:49]2)[CH2:46]1)=[O:11])=[O:7])([CH3:4])([CH3:2])[CH3:3]. (3) Given the reactants [CH2:1]([O:3][C:4](=[O:17])[C:5]([N+:15]#[C-:16])=[C:6](Br)[C:7]1[CH:12]=[CH:11][CH:10]=[CH:9][C:8]=1[Br:13])[CH3:2].C(N(CC)CC)C.[CH2:25]([NH2:29])[CH:26]([CH3:28])[CH3:27], predict the reaction product. The product is: [CH2:1]([O:3][C:4]([C:5]1[N:15]=[CH:16][N:29]([CH2:25][CH:26]([CH3:28])[CH3:27])[C:6]=1[C:7]1[CH:12]=[CH:11][CH:10]=[CH:9][C:8]=1[Br:13])=[O:17])[CH3:2]. (4) Given the reactants Cl[C:2]1N=C(Cl)C=C[C:3]=1C(N)=O.CC1(C)C(C)(C)OB(C2CCN(C(OC(C)(C)C)=O)CC=2)O1.[CH3:34][C@H:35]1[CH2:40][N:39]([C:41]2[N:46]=[CH:45][C:44]([NH2:47])=[CH:43][CH:42]=2)[CH2:38][C@@H:37]([CH3:48])[O:36]1.C(O)(=O)C=C.[C:54]([C:57]1[CH:58]=[CH:59][C:60]([C:77]2[CH2:82][CH2:81][N:80]([C:83]([O:85]C(C)(C)C)=O)[CH2:79][CH:78]=2)=[N:61][C:62]=1NC1C=CC(CCN2CCCC2)=CC=1)(=[O:56])[NH2:55], predict the reaction product. The product is: [C:83]([N:80]1[CH2:79][CH2:78][CH:77]([C:60]2[CH:59]=[CH:58][C:57]([C:54]([NH2:55])=[O:56])=[C:62]([NH:47][C:44]3[CH:45]=[N:46][C:41]([N:39]4[CH2:38][C@H:37]([CH3:48])[O:36][C@H:35]([CH3:34])[CH2:40]4)=[CH:42][CH:43]=3)[N:61]=2)[CH2:82][CH2:81]1)(=[O:85])[CH:2]=[CH2:3]. (5) Given the reactants C(OC(=O)C)C.[CH2:7]([O:9][C:10]1[N:15]=[CH:14][C:13]([S:16]([N:19]2[CH2:24][CH2:23][N:22]([CH2:25][CH3:26])[CH2:21][CH2:20]2)(=[O:18])=[O:17])=[CH:12][C:11]=1[C:27]1[NH:28][C:29](=[O:42])[C:30]2[C:31](=[C:33]([CH2:40][CH3:41])[N:34]([CH2:36][CH2:37][O:38][CH3:39])[N:35]=2)[N:32]=1)[CH3:8].O, predict the reaction product. The product is: [CH2:7]([O:9][C:10]1[N:15]=[CH:14][C:13]([S:16]([N:19]2[CH2:24][CH2:23][N:22]([CH2:25][CH3:26])[CH2:21][CH2:20]2)(=[O:17])=[O:18])=[CH:12][C:11]=1[C:27]1[NH:28][C:29](=[O:42])[C:30]2[C:31](=[C:33]([CH2:40][CH3:41])[N:34]([CH2:36][CH2:37][O:38][CH3:39])[N:35]=2)[N:32]=1)[CH3:8]. (6) Given the reactants [F:1][C:2]([F:14])([F:13])[C:3]1[CH:8]=[CH:7][C:6]([CH2:9][CH2:10][CH2:11][OH:12])=[CH:5][CH:4]=1.C1C=C[NH+]=CC=1.[O-][Cr](Cl)(=O)=O.CCCCCCC, predict the reaction product. The product is: [F:1][C:2]([F:13])([F:14])[C:3]1[CH:4]=[CH:5][C:6]([CH2:9][CH2:10][CH:11]=[O:12])=[CH:7][CH:8]=1.